Dataset: Forward reaction prediction with 1.9M reactions from USPTO patents (1976-2016). Task: Predict the product of the given reaction. (1) The product is: [O:26]=[C:18]1[C:17]2[C:12](=[CH:13][N:14]=[CH:15][CH:16]=2)[C:11]2=[CH:10][CH:9]=[CH:8][C:3]([C:4]([O:6][CH3:7])=[O:5])=[C:2]2[NH:19]1. Given the reactants N[C:2]1[C:11]([C:12]2[CH:13]=[N:14][CH:15]=[CH:16][C:17]=2[C:18](=[O:26])[N:19](C(C)C)C(C)C)=[CH:10][CH:9]=[CH:8][C:3]=1[C:4]([O:6][CH3:7])=[O:5].C[Si]([N-][Si](C)(C)C)(C)C.[Na+], predict the reaction product. (2) Given the reactants [CH3:1][C:2]1[CH:3]=[C:4]([C:9]2[C:16]3[CH:15]=[C:14]([C:17]([O:19][CH3:20])=[O:18])[NH:13][C:12]=3[CH2:11][CH:10]=2)[CH:5]=[C:6]([CH3:8])[CH:7]=1, predict the reaction product. The product is: [CH3:1][C:2]1[CH:3]=[C:4]([CH:9]2[C:16]3[CH:15]=[C:14]([C:17]([O:19][CH3:20])=[O:18])[NH:13][C:12]=3[CH2:11][CH2:10]2)[CH:5]=[C:6]([CH3:8])[CH:7]=1. (3) The product is: [F:1][C:2]1[CH:7]=[CH:6][CH:5]=[C:4]([F:8])[C:3]=1[CH:9]([OH:38])[CH2:10][C:11]([C:14]1[N:15]=[C:16]([CH:19]2[CH2:20][CH2:21][N:22]([C:25](=[O:37])[CH2:26][N:27]3[C:31]([CH3:32])=[CH:30][C:29]([C:33]([F:36])([F:35])[F:34])=[N:28]3)[CH2:23][CH2:24]2)[S:17][CH:18]=1)=[N:12][OH:13]. Given the reactants [F:1][C:2]1[CH:7]=[CH:6][CH:5]=[C:4]([F:8])[C:3]=1[CH:9]([O:38][Si](C(C)(C)C)(C)C)[CH2:10][C:11]([C:14]1[N:15]=[C:16]([CH:19]2[CH2:24][CH2:23][N:22]([C:25](=[O:37])[CH2:26][N:27]3[C:31]([CH3:32])=[CH:30][C:29]([C:33]([F:36])([F:35])[F:34])=[N:28]3)[CH2:21][CH2:20]2)[S:17][CH:18]=1)=[N:12][OH:13].[F-].C([N+](CCCC)(CCCC)CCCC)CCC, predict the reaction product. (4) Given the reactants N1C=CN=C1.[CH2:6]=[CH:7][CH2:8][CH:9]([OH:13])[CH2:10][CH:11]=[CH2:12].[Si:14](Cl)([C:17]([CH3:20])([CH3:19])[CH3:18])([CH3:16])[CH3:15], predict the reaction product. The product is: [O:13]([CH:9]([CH2:10][CH:11]=[CH2:12])[CH2:8][CH:7]=[CH2:6])[Si:14]([C:17]([CH3:20])([CH3:19])[CH3:18])([CH3:16])[CH3:15].